This data is from Full USPTO retrosynthesis dataset with 1.9M reactions from patents (1976-2016). The task is: Predict the reactants needed to synthesize the given product. (1) Given the product [Cl:1][C:2]1[CH:7]=[CH:6][N:5]=[C:4]2[N:8]([S:31]([C:34]3[CH:39]=[CH:38][C:37]([CH3:40])=[CH:36][CH:35]=3)(=[O:32])=[O:33])[C:9]([C:11]3[C:15]4=[N:16][C:17]([O:22][CH3:23])=[C:18]([O:20][CH3:21])[CH:19]=[C:14]4[NH:13][CH:12]=3)=[CH:10][C:3]=12, predict the reactants needed to synthesize it. The reactants are: [Cl:1][C:2]1[CH:7]=[CH:6][N:5]=[C:4]2[N:8]([S:31]([C:34]3[CH:39]=[CH:38][C:37]([CH3:40])=[CH:36][CH:35]=3)(=[O:33])=[O:32])[C:9]([C:11]3[C:15]4=[N:16][C:17]([O:22][CH3:23])=[C:18]([O:20][CH3:21])[CH:19]=[C:14]4[N:13](C(OC(C)(C)C)=O)[CH:12]=3)=[CH:10][C:3]=12. (2) Given the product [C:1]([NH:4][C:5]1[C:6]([F:25])=[CH:7][C:8]([F:24])=[C:9]([N:11]2[C:20]3[C:15](=[CH:16][CH:17]=[C:18]([Br:21])[CH:19]=3)[C:14](=[O:22])[CH:13]=[C:12]2[CH:23]=[O:27])[CH:10]=1)(=[O:3])[CH3:2], predict the reactants needed to synthesize it. The reactants are: [C:1]([NH:4][C:5]1[C:6]([F:25])=[CH:7][C:8]([F:24])=[C:9]([N:11]2[C:20]3[C:15](=[CH:16][CH:17]=[C:18]([Br:21])[CH:19]=3)[C:14](=[O:22])[CH:13]=[C:12]2[CH3:23])[CH:10]=1)(=[O:3])[CH3:2].[Se](=O)=[O:27]. (3) Given the product [N:1]([CH2:4][C:5]1[CH:6]=[C:7]([CH:12]=[C:13]([CH2:15][F:16])[CH:14]=1)[CH2:8][OH:9])=[N+:2]=[N-:3], predict the reactants needed to synthesize it. The reactants are: [N:1]([CH2:4][C:5]1[CH:6]=[C:7]([CH:12]=[C:13]([CH2:15][F:16])[CH:14]=1)[C:8](OC)=[O:9])=[N+:2]=[N-:3].[BH4-].[Na+].CO. (4) Given the product [F:22][C:23]1[CH:45]=[CH:44][C:26]([CH2:27][NH:28][C:29]([C:31]2[S:35][C:34]([C:36]3[CH:41]=[N:40][CH:39]=[C:38]([N:17]([CH2:16][C:15]4[CH:19]=[CH:20][CH:21]=[C:13]([O:12][CH3:11])[CH:14]=4)[CH3:18])[N:37]=3)=[N:33][C:32]=2[CH3:43])=[O:30])=[CH:25][CH:24]=1, predict the reactants needed to synthesize it. The reactants are: FC1C=CC(CNC)=CC=1.[CH3:11][O:12][C:13]1[CH:14]=[C:15]([CH:19]=[CH:20][CH:21]=1)[CH2:16][NH:17][CH3:18].[F:22][C:23]1[CH:45]=[CH:44][C:26]([CH2:27][NH:28][C:29]([C:31]2[S:35][C:34]([C:36]3[CH:41]=[N:40][CH:39]=[C:38](I)[N:37]=3)=[N:33][C:32]=2[CH3:43])=[O:30])=[CH:25][CH:24]=1. (5) Given the product [CH:1]([N:14]1[CH2:17][CH:16]([CH2:18][CH:21]=[O:22])[CH2:15]1)([C:2]1[CH:3]=[CH:4][CH:5]=[CH:6][CH:7]=1)[C:8]1[CH:13]=[CH:12][CH:11]=[CH:10][CH:9]=1, predict the reactants needed to synthesize it. The reactants are: [CH:1]([N:14]1[CH2:17][C:16](=[CH:18]OC)[CH2:15]1)([C:8]1[CH:13]=[CH:12][CH:11]=[CH:10][CH:9]=1)[C:2]1[CH:7]=[CH:6][CH:5]=[CH:4][CH:3]=1.[C:21](=O)(O)[O-:22].[Na+].